Dataset: Experimentally validated miRNA-target interactions with 360,000+ pairs, plus equal number of negative samples. Task: Binary Classification. Given a miRNA mature sequence and a target amino acid sequence, predict their likelihood of interaction. (1) The miRNA is hsa-miR-665 with sequence ACCAGGAGGCUGAGGCCCCU. The protein sequence of the target gene is MDDPRYGMCPLKGASGCPGAERSLLVQSYFEKGPLTFRDVAIEFSLEEWQCLDSAQQGLYRKVMLENYRNLVFLAGIALTKPDLITCLEQGKEPWNIKRHEMVAKPPVICSHFPQDLWAEQDIKDSFQEAILKKYGKYGHDNLQLQKGCKSVDECKVHKEHDNKLNQCLITTQSNIFQCDPSAKVFHTFSNSNRHKIRHTRKKPFKCKKCEKSFCMLLHLTQHKRFHITENSYQCKDCGKAFNWFSTLTTHRRIHTGEKPYKCEECGKAFNRSSHLTTHKIIHTGEKPYRCEECGKAFNR.... Result: 1 (interaction). (2) The miRNA is hsa-miR-5701 with sequence UUAUUGUCACGUUCUGAUU. The protein sequence of the target gene is MAGRSLTSKAEPTAGAVDRAEKAGGQDTSSQKIEDLMEMVQKLQKVGSLEPRVEVLINRINEVQQAKKKANKDLGEARTICEALQKELDSLHGEKVHLKEILSKKQETLRILRLHCQEKESEAHRKHTMLQECKERISALNLQIEEEKNKQRQLRLAFEEQLEDLMGQHKDLWDFHMPERLAKEICALDSSKEQLLKEEKLVKATLEDVKHQLCSLCGAEGPSTLDEGLFLRSQEAAATVQLFQEEHRKAEELLAAAAQRHQQLQQKCQQQQQKRQRLKEELEKHGMQVPAQAQSTQEEE.... Result: 0 (no interaction). (3) Result: 0 (no interaction). The protein sequence of the target gene is MKYILVTGGVISGIGKGIIASSIGTILKSCGLRVTAIKIDPYINIDAGTFSPYEHGEVFVLNDGGEVDLDLGNYERFLDINLYKDNNITTGKIYQHVINKERRGDYLGKTVQVVPHITDAIQEWVMNQAKVSVDGNKEDPQICVIELGGTIGDIEGMAFVEAFRQFQFKAKKENFYNIHVSLVPQPSATGEQKTKPTQNSVRALRGLGLSPDLIVCRSSTPIEMAVKEKISMFCHVNPEQVICIHDVSSIYRVPLLLEEQGVVKYFQERLGLPINDCSSNLLFKWKAMADRYERLQKICS.... The miRNA is hsa-miR-1260a with sequence AUCCCACCUCUGCCACCA. (4) The miRNA is cel-miR-1819-3p with sequence UGGAAUGAUUGAGCUUGAUGGA. The protein sequence of the target gene is MAEDKTKPSELDQGKYDADDNVKIICLGDSAVGKSKLMERFLMDGFQPQQLSTYALTLYKHTATVDGKTILVDFWDTAGQERFQSMHASYYHKAHACIMVFDIQRKVTYRNLSTWYTELREFRPEIPCIVVANKIDDINVTQKSFNFAKKFSLPLYFVSAADGTNVVKLFNDAIRLAVSYKQNSQDFMDEIFQELENFSLEQEEEDVPDQEQSSSIETPSEEVASPHS. Result: 0 (no interaction). (5) The miRNA is hsa-miR-4525 with sequence GGGGGGAUGUGCAUGCUGGUU. The protein sequence of the target gene is MATHWTGLPEEDGDKLKACGAASACEVSKNKDGKDQGEPVSPSEDEPFSWPGPKTVMLKRTSQGFGFTLRHFIVYPPESAIQFSYKDEENGNRGGKQRNRLEPMDTIFVKQVKEGGPAFEAGLCTGDRIIKVNGESVIGKTYSQVIALIQNSDTTLELSVMPKDEDILQVAYSQDAYLKGNEAYSGNARNIPEPPPVCYPWLPSTPSATAQPVETCPPDSLPNKQQTSAPVLTQPGRAYRMEIQVPPSPTDVAKSNTAVCVCNESVRTVIVPSEKVVDLLANRNNPSGPSHRTEEVRYGV.... Result: 0 (no interaction).